The task is: Regression. Given two drug SMILES strings and cell line genomic features, predict the synergy score measuring deviation from expected non-interaction effect.. This data is from NCI-60 drug combinations with 297,098 pairs across 59 cell lines. (1) Drug 1: CN1C(=O)N2C=NC(=C2N=N1)C(=O)N. Drug 2: C1CCC(C(C1)N)N.C(=O)(C(=O)[O-])[O-].[Pt+4]. Cell line: HCT-15. Synergy scores: CSS=42.4, Synergy_ZIP=-2.71, Synergy_Bliss=0.574, Synergy_Loewe=-25.0, Synergy_HSA=1.17. (2) Drug 1: C1=NC2=C(N1)C(=S)N=C(N2)N. Cell line: OVCAR3. Drug 2: COC1=C2C(=CC3=C1OC=C3)C=CC(=O)O2. Synergy scores: CSS=35.9, Synergy_ZIP=3.15, Synergy_Bliss=0.847, Synergy_Loewe=-23.8, Synergy_HSA=-6.04.